This data is from Catalyst prediction with 721,799 reactions and 888 catalyst types from USPTO. The task is: Predict which catalyst facilitates the given reaction. (1) Reactant: Cl[C:2]1[N:7]=[CH:6][C:5]([N:8]([CH3:22])[C:9](=[O:21])[C:10]([C:13]2[CH:18]=[C:17]([Cl:19])[CH:16]=[C:15]([Cl:20])[CH:14]=2)([CH3:12])[CH3:11])=[C:4]([C:23]2[CH:28]=[CH:27][CH:26]=[CH:25][C:24]=2[Cl:29])[CH:3]=1.[CH2:30]([CH2:32][NH2:33])[OH:31]. Product: [Cl:29][C:24]1[CH:25]=[CH:26][CH:27]=[CH:28][C:23]=1[C:4]1[CH:3]=[C:2]([NH:33][CH2:32][CH2:30][OH:31])[N:7]=[CH:6][C:5]=1[N:8]([CH3:22])[C:9](=[O:21])[C:10]([C:13]1[CH:18]=[C:17]([Cl:19])[CH:16]=[C:15]([Cl:20])[CH:14]=1)([CH3:11])[CH3:12]. The catalyst class is: 250. (2) Reactant: [CH2:1]([O:8][C:9]1[C:14]([CH3:15])=[CH:13][C:12]([C:16]#[C:17][Si](C)(C)C)=[CH:11][C:10]=1[CH3:22])[C:2]1[CH:7]=[CH:6][CH:5]=[CH:4][CH:3]=1.[F-].C([N+](CCCC)(CCCC)CCCC)CCC.[NH4+].[Cl-]. Product: [CH2:1]([O:8][C:9]1[C:14]([CH3:15])=[CH:13][C:12]([C:16]#[CH:17])=[CH:11][C:10]=1[CH3:22])[C:2]1[CH:7]=[CH:6][CH:5]=[CH:4][CH:3]=1. The catalyst class is: 1. (3) Reactant: [O:1]([C:8]1[CH:13]=[CH:12][CH:11]=[CH:10][C:9]=1[NH:14][S:15]([C:18]1[CH:31]=[CH:30][C:21]([C:22]([NH:24][C@H:25]([CH3:29])[C:26]([OH:28])=O)=[O:23])=[CH:20][CH:19]=1)(=[O:17])=[O:16])[C:2]1[CH:7]=[CH:6][CH:5]=[CH:4][CH:3]=1.CN(C)C=O.CN(C(ON1N=[N:52][C:47]2C=[CH:49][CH:50]=[CH:51][C:46]1=2)=[N+](C)C)C.F[P-](F)(F)(F)(F)F.[CH2:61]([N:63]([CH2:66][CH3:67])[CH2:64][CH3:65])[CH3:62]. Product: [CH3:29][C@@H:25]([NH:24][C:22](=[O:23])[C:21]1[CH:20]=[CH:19][C:18]([S:15](=[O:17])(=[O:16])[NH:14][C:9]2[CH:10]=[CH:11][CH:12]=[CH:13][C:8]=2[O:1][C:2]2[CH:3]=[CH:4][CH:5]=[CH:6][CH:7]=2)=[CH:31][CH:30]=1)[C:26](=[O:28])[N:52]1[CH2:49][CH2:50][CH:51]([CH2:62][CH2:61][N:63]2[CH2:66][CH2:67][CH2:65][CH2:64]2)[CH2:46][CH2:47]1. The catalyst class is: 4. (4) Reactant: [CH3:1][O:2][C:3](=[O:14])[C:4]1[CH:9]=[CH:8][C:7](Cl)=[CH:6][C:5]=1[N+:11]([O-:13])=[O:12].[NH:15]1[CH2:21][CH2:20][CH2:19][C@H:16]1[CH2:17][OH:18].C(N(C(C)C)CC)(C)C.CN1CCCC1=O. Product: [CH3:1][O:2][C:3](=[O:14])[C:4]1[CH:9]=[CH:8][C:7]([N:15]2[CH2:21][CH2:20][CH2:19][CH:16]2[CH2:17][OH:18])=[CH:6][C:5]=1[N+:11]([O-:13])=[O:12]. The catalyst class is: 69. (5) Reactant: C(O[C:5](=[O:7])[CH3:6])(=O)C.[NH2:8][C:9]1[CH:14]=[CH:13][C:12]([OH:15])=[CH:11][C:10]=1[F:16].O. Product: [F:16][C:10]1[CH:11]=[C:12]([OH:15])[CH:13]=[CH:14][C:9]=1[NH:8][C:5](=[O:7])[CH3:6]. The catalyst class is: 15. (6) Product: [CH3:9][O:10][NH:11][C:15]([C:17]1[C:18](=[O:45])[C:19]2[CH:24]=[N:23][C:22]([NH:25][CH2:26][CH2:27][CH2:28][N:29]3[CH:33]=[CH:32][N:31]=[CH:30]3)=[N:21][C:20]=2[N:34]([CH:36]2[CH2:44][CH2:43][CH2:42][CH2:38][CH2:37]2)[CH:35]=1)=[O:14]. The catalyst class is: 24. Reactant: C(N(CC)CC)C.Cl.[CH3:9][O:10][NH2:11].C([O:14][C:15]([C:17]1[C:18](=[O:45])[C:19]2[CH:24]=[N:23][C:22]([NH:25][CH2:26][CH2:27][CH2:28][N:29]3[CH:33]=[CH:32][N:31]=[CH:30]3)=[N:21][C:20]=2[N:34]([C:36]2[CH:37]=[C:38]3[C:42](=[CH:43][CH:44]=2)CCC3)[CH:35]=1)=O)C. (7) Reactant: Br[C:2]1[C:17]([O:18][CH2:19][C@@H:20]([NH:25][C:26](=[O:32])[O:27][C:28]([CH3:31])([CH3:30])[CH3:29])[CH2:21][CH:22]([CH3:24])[CH3:23])=[CH:16][C:5]2[N:6]([CH3:15])[C:7](=[O:14])[C:8]3[C:13]([C:4]=2[CH:3]=1)=[CH:12][CH:11]=[N:10][CH:9]=3.[CH3:33]B1OB(C)OB(C)O1.C([O-])([O-])=O.[Cs+].[Cs+]. Product: [CH3:15][N:6]1[C:5]2[CH:16]=[C:17]([O:18][CH2:19][C@@H:20]([NH:25][C:26](=[O:32])[O:27][C:28]([CH3:30])([CH3:29])[CH3:31])[CH2:21][CH:22]([CH3:24])[CH3:23])[C:2]([CH3:33])=[CH:3][C:4]=2[C:13]2[C:8](=[CH:9][N:10]=[CH:11][CH:12]=2)[C:7]1=[O:14]. The catalyst class is: 117. (8) Reactant: [CH3:1][O:2][C:3]1[CH:11]=[C:10]([C:12]([F:15])([F:14])[F:13])[CH:9]=[CH:8][C:4]=1[C:5]([OH:7])=O.C[NH3+].F[P-](F)(F)(F)(F)F.N1(OC(N(C)C)=[N+](C)C)C2N=CC=CC=2N=N1.F[P-](F)(F)(F)(F)F.C(N(C(C)C)CC)(C)C.[NH2:58][CH2:59][CH2:60][C:61]1[N:65]=[C:64]([C:66]([NH:68][CH:69]([C:78]#[N:79])[C:70]2[CH:75]=[CH:74][C:73]([CH2:76][CH3:77])=[CH:72][CH:71]=2)=[O:67])[NH:63][N:62]=1. Product: [C:78]([CH:69]([NH:68][C:66]([C:64]1[NH:63][N:62]=[C:61]([CH2:60][CH2:59][NH:58][C:5](=[O:7])[C:4]2[CH:8]=[CH:9][C:10]([C:12]([F:15])([F:14])[F:13])=[CH:11][C:3]=2[O:2][CH3:1])[N:65]=1)=[O:67])[C:70]1[CH:75]=[CH:74][C:73]([CH2:76][CH3:77])=[CH:72][CH:71]=1)#[N:79]. The catalyst class is: 80.